From a dataset of Forward reaction prediction with 1.9M reactions from USPTO patents (1976-2016). Predict the product of the given reaction. (1) Given the reactants [NH:1]1[C:5]2[CH:6]=[CH:7][C:8]([NH2:10])=[CH:9][C:4]=2[N:3]=[CH:2]1.[N:11]1[S:15][N:14]=[C:13]2[CH:16]=[C:17]([CH:20]=O)[CH:18]=[CH:19][C:12]=12.C([O:24][C:25](=O)[C:26](=[O:33])[CH2:27][C:28]([CH:30]1[CH2:32][CH2:31]1)=[O:29])C, predict the reaction product. The product is: [NH:1]1[C:5]2[CH:6]=[CH:7][C:8]([N:10]3[CH:20]([C:17]4[CH:18]=[CH:19][C:12]5=[N:11][S:15][N:14]=[C:13]5[CH:16]=4)[C:27]([C:28]([CH:30]4[CH2:32][CH2:31]4)=[O:29])=[C:26]([OH:33])[C:25]3=[O:24])=[CH:9][C:4]=2[N:3]=[CH:2]1. (2) Given the reactants [CH3:1][O:2][C:3]([C:5]1[S:9][C:8]([C:10]#[C:11][CH2:12][N:13]2[C:17](=[O:18])[CH2:16][CH2:15][C@@H:14]2[C:19]([O:21]C(C)(C)C)=[O:20])=[CH:7][CH:6]=1)=[O:4].FC(F)(F)C(O)=O, predict the reaction product. The product is: [CH3:1][O:2][C:3]([C:5]1[S:9][C:8]([C:10]#[C:11][CH2:12][N:13]2[C:17](=[O:18])[CH2:16][CH2:15][C@@H:14]2[C:19]([OH:21])=[O:20])=[CH:7][CH:6]=1)=[O:4]. (3) The product is: [Cl:15][C:16]1[C:17]([CH2:22][NH:23][C:11]([CH:6]2[CH2:7][CH2:8][CH2:9][C:10]3[N:2]([CH3:1])[N:3]=[CH:4][C:5]2=3)=[O:13])=[N:18][CH:19]=[CH:20][N:21]=1. Given the reactants [CH3:1][N:2]1[C:10]2[CH2:9][CH2:8][CH2:7][CH:6]([C:11]([OH:13])=O)[C:5]=2[CH:4]=[N:3]1.Cl.[Cl:15][C:16]1[C:17]([CH2:22][NH2:23])=[N:18][CH:19]=[CH:20][N:21]=1.CN(C(ON1N=NC2C=CC=NC1=2)=[N+](C)C)C.F[P-](F)(F)(F)(F)F.O, predict the reaction product. (4) Given the reactants [Br:1][C:2]1[CH:10]=[CH:9][C:8]2[NH:7][N:6]=[CH:5][C:4]=2[C:3]=1[C:11]([O:13][CH3:14])=[O:12].F[P-](F)(F)(F)(F)F.[CH2:22]([O+](CC)CC)[CH3:23], predict the reaction product. The product is: [Br:1][C:2]1[CH:10]=[CH:9][C:8]2[C:4](=[CH:5][N:6]([CH2:22][CH3:23])[N:7]=2)[C:3]=1[C:11]([O:13][CH3:14])=[O:12].